Dataset: Forward reaction prediction with 1.9M reactions from USPTO patents (1976-2016). Task: Predict the product of the given reaction. (1) Given the reactants C[N:2]([CH3:20])/[CH:3]=[CH:4]/[C:5]([CH:7]1[CH2:13][CH:12]2[N:14]([C:15]([O:17][CH2:18][CH3:19])=[O:16])[CH:9]([CH2:10][CH2:11]2)[CH2:8]1)=O.[N:21]1[CH:26]=[CH:25][C:24]([C:27]2[CH:31]=C(N)[NH:29][N:28]=2)=[CH:23][CH:22]=1, predict the reaction product. The product is: [N:21]1[CH:26]=[CH:25][C:24]([C:27]2[CH:31]=[C:20]3[N:2]=[CH:3][CH:4]=[C:5]([CH:7]4[CH2:8][CH:9]5[N:14]([C:15]([O:17][CH2:18][CH3:19])=[O:16])[CH:12]([CH2:11][CH2:10]5)[CH2:13]4)[N:29]3[N:28]=2)=[CH:23][CH:22]=1. (2) Given the reactants [CH:1]([C:4]1[N:5]=[C:6]([CH2:9][O:10][C:11]2[CH:16]=[CH:15][N:14]=[C:13](C(O)=O)[CH:12]=2)[S:7][CH:8]=1)([CH3:3])[CH3:2].C1(C)C=CC=CC=1.C([N:29]([CH2:32]C)CC)C.C1(P(N=[N+]=[N-])(C2C=CC=CC=2)=[O:41])C=CC=CC=1.[C:51]([OH:55])([CH3:54])([CH3:53])[CH3:52], predict the reaction product. The product is: [CH:1]([C:4]1[N:5]=[C:6]([CH2:9][O:10][C:11]2[CH:16]=[CH:15][N:14]=[C:13]([NH:29][C:32](=[O:41])[O:55][C:51]([CH3:54])([CH3:53])[CH3:52])[CH:12]=2)[S:7][CH:8]=1)([CH3:2])[CH3:3]. (3) Given the reactants [OH:1][C@H:2]1[CH2:7][NH:6][C@H:5]([C:8]([OH:10])=O)[C@@H:4]([C:11]([O:13][CH3:14])=[O:12])[CH2:3]1.Cl.[C:16]1([C:22]2[CH2:23][CH2:24][NH:25][CH2:26][CH:27]=2)[CH:21]=[CH:20][CH:19]=[CH:18][CH:17]=1.F[P-](F)(F)(F)(F)F.N1(O[P+](N(C)C)(N(C)C)N(C)C)C2C=CC=CC=2N=N1.CN(C)C=O.C(N(CC)C(C)C)(C)C.C(Cl)Cl.[C:72]([O:76][C:77](OC(OC(C)(C)C)=O)=[O:78])([CH3:75])([CH3:74])[CH3:73], predict the reaction product. The product is: [OH:1][C@H:2]1[CH2:7][N:6]([C:77]([O:76][C:72]([CH3:75])([CH3:74])[CH3:73])=[O:78])[C@H:5]([C:8]([N:25]2[CH2:24][CH:23]=[C:22]([C:16]3[CH:21]=[CH:20][CH:19]=[CH:18][CH:17]=3)[CH2:27][CH2:26]2)=[O:10])[C@@H:4]([C:11]([O:13][CH3:14])=[O:12])[CH2:3]1.